Task: Predict which catalyst facilitates the given reaction.. Dataset: Catalyst prediction with 721,799 reactions and 888 catalyst types from USPTO (1) Reactant: [OH:1][C:2]1([CH2:15][SH:16])[CH2:7][CH2:6][N:5]([C:8]([O:10][C:11]([CH3:14])([CH3:13])[CH3:12])=[O:9])[CH2:4][CH2:3]1.[Cl:17][C:18]1[CH:19]=[C:20]2[C:25](=[CH:26][CH:27]=1)[C:24](=[O:28])[C:23](=[O:29])[CH:22]=[CH:21]2. Product: [Cl:17][C:18]1[CH:19]=[C:20]2[C:25]([C:24](=[O:28])[C:23](=[O:29])[CH:22]=[C:21]2[S:16][CH2:15][C:2]2([OH:1])[CH2:7][CH2:6][N:5]([C:8]([O:10][C:11]([CH3:12])([CH3:13])[CH3:14])=[O:9])[CH2:4][CH2:3]2)=[CH:26][CH:27]=1. The catalyst class is: 10. (2) Reactant: F[C:2]1[CH:7]=[CH:6][C:5]([N+:8]([O-:10])=[O:9])=[CH:4][C:3]=1[O:11][CH3:12].[NH:13]1[CH:17]=[C:16]([CH2:18][OH:19])[N:15]=[CH:14]1.C(=O)([O-])[O-].[Cs+].[Cs+]. Product: [CH3:12][O:11][C:3]1[CH:4]=[C:5]([N+:8]([O-:10])=[O:9])[CH:6]=[CH:7][C:2]=1[N:13]1[CH:17]=[C:16]([CH2:18][OH:19])[N:15]=[CH:14]1. The catalyst class is: 10. (3) Reactant: [F:1][C:2]1[C:11]([F:12])=[C:10]2[C:5]([CH2:6][CH2:7][CH:8]([CH2:13][CH2:14][CH2:15][CH2:16][CH3:17])[O:9]2)=[CH:4][C:3]=1[OH:18].C(N(C(C)C)C(C)C)C.[CH3:28][O:29][CH2:30]Cl.C(N(CC)CC)C. Product: [F:1][C:2]1[C:11]([F:12])=[C:10]2[C:5]([CH2:6][CH2:7][CH:8]([CH2:13][CH2:14][CH2:15][CH2:16][CH3:17])[O:9]2)=[CH:4][C:3]=1[O:18][CH2:28][O:29][CH3:30]. The catalyst class is: 46. (4) Reactant: [CH:1]1([C:4]2[CH:9]=[CH:8][N:7]=[CH:6][C:5]=2[N:10]2[CH2:14][CH2:13][NH:12][C:11]2=[O:15])[CH2:3][CH2:2]1.[Cl:16][C:17]1[CH:22]=[C:21](I)[CH:20]=[C:19]([Cl:24])[N:18]=1.[C@@H]1(N)CCCC[C@H]1N.P([O-])([O-])([O-])=O.[K+].[K+].[K+]. Product: [CH:1]1([C:4]2[CH:9]=[CH:8][N:7]=[CH:6][C:5]=2[N:10]2[CH2:14][CH2:13][N:12]([C:21]3[CH:20]=[C:19]([Cl:24])[N:18]=[C:17]([Cl:16])[CH:22]=3)[C:11]2=[O:15])[CH2:3][CH2:2]1. The catalyst class is: 246.